Dataset: Merck oncology drug combination screen with 23,052 pairs across 39 cell lines. Task: Regression. Given two drug SMILES strings and cell line genomic features, predict the synergy score measuring deviation from expected non-interaction effect. Drug 1: CC1CC2C3CCC4=CC(=O)C=CC4(C)C3(F)C(O)CC2(C)C1(O)C(=O)CO. Drug 2: O=C(NOCC(O)CO)c1ccc(F)c(F)c1Nc1ccc(I)cc1F. Cell line: T47D. Synergy scores: synergy=-42.1.